This data is from Reaction yield outcomes from USPTO patents with 853,638 reactions. The task is: Predict the reaction yield, written as a fraction of the theoretical maximum amount of product (1.0 means a 100% yield; for example, 0.34 means a 34% yield). (1) The product is [F:33][C:34]([F:36])([F:35])[CH:27]([C:26]1[CH:29]=[CH:30][CH:31]=[CH:32][C:25]=1[C:22]1[CH:21]=[C:20]([CH3:19])[S:24][CH:23]=1)[OH:28]. The catalyst is C1COCC1. The yield is 0.870. The reactants are [F-].C([N+](CCCC)(CCCC)CCCC)CCC.[CH3:19][C:20]1[S:24][CH:23]=[C:22]([C:25]2[CH:32]=[CH:31][CH:30]=[CH:29][C:26]=2[CH:27]=[O:28])[CH:21]=1.[F:33][C:34]([Si](C)(C)C)([F:36])[F:35].Cl. (2) The reactants are [CH3:1][C:2]1[C:6]2[C:7](=[O:20])[N:8]([CH2:12][CH2:13][N:14]3[CH2:19][CH2:18][O:17][CH2:16][CH2:15]3)[CH2:9][CH2:10][CH2:11][C:5]=2[NH:4][C:3]=1[CH:21]=O.[F:23][C:24]1[CH:25]=[C:26]2[C:30](=[C:31]([NH:33][CH:34]=[O:35])[CH:32]=1)[NH:29][C:28](=[O:36])[CH2:27]2. No catalyst specified. The product is [F:23][C:24]1[CH:25]=[C:26]2[C:30](=[C:31]([NH:33][CH:34]=[O:35])[CH:32]=1)[NH:29][C:28](=[O:36])/[C:27]/2=[CH:21]\[C:3]1[NH:4][C:5]2[CH2:11][CH2:10][CH2:9][N:8]([CH2:12][CH2:13][N:14]3[CH2:19][CH2:18][O:17][CH2:16][CH2:15]3)[C:7](=[O:20])[C:6]=2[C:2]=1[CH3:1]. The yield is 0.520. (3) The reactants are N([O-])=O.[Na+].[CH3:5][O:6][C:7]([CH2:9][C:10]1[CH:19]=[C:18](N)[C:17]([Cl:21])=[CH:16][C:11]=1[C:12]([O:14][CH3:15])=[O:13])=[O:8].COC(CC1C(Cl)=[C:35]([NH2:38])C=CC=1C(OC)=O)=O.[Cu]C#N.[C-]#N.[K+]. The catalyst is O.Cl.C(OCC)(=O)C. The product is [CH3:5][O:6][C:7]([CH2:9][C:10]1[CH:19]=[C:18]([C:35]#[N:38])[C:17]([Cl:21])=[CH:16][C:11]=1[C:12]([O:14][CH3:15])=[O:13])=[O:8]. The yield is 0.290. (4) The reactants are Br[C:2]1[N:7]=[C:6]([C:8]([OH:10])=[O:9])[CH:5]=[CH:4][C:3]=1[F:11].[F:12][C:13]1[CH:18]=[CH:17][CH:16]=[CH:15][C:14]=1B(O)O. The catalyst is C1C=CC(P(C2C=CC=CC=2)[C-]2C=CC=C2)=CC=1.C1C=CC(P(C2C=CC=CC=2)[C-]2C=CC=C2)=CC=1.Cl[Pd]Cl.[Fe+2].C(Cl)Cl. The product is [F:11][C:3]1[CH:4]=[CH:5][C:6]([C:8]([OH:10])=[O:9])=[N:7][C:2]=1[C:14]1[CH:15]=[CH:16][CH:17]=[CH:18][C:13]=1[F:12]. The yield is 0.430. (5) The reactants are [N+:1]([C:4]1[S:8][CH:7]=[C:6]([C:9]#[N:10])[C:5]=1[C:11]1[CH:16]=[N:15][CH:14]=[CH:13][N:12]=1)([O-])=O.[Sn](Cl)Cl.[OH-].[Na+]. The catalyst is Cl. The product is [NH2:1][C:4]1[S:8][CH:7]=[C:6]([C:9]#[N:10])[C:5]=1[C:11]1[CH:16]=[N:15][CH:14]=[CH:13][N:12]=1. The yield is 0.210. (6) The reactants are C(O[C:4](=[O:14])[CH2:5][C:6](=O)[C:7]1[CH:12]=[CH:11][CH:10]=[CH:9][N:8]=1)C.C(O)(=O)C(O)=O.[CH2:21]([NH:23][NH2:24])[CH3:22]. The catalyst is CCO. The product is [CH2:21]([N:23]1[C:4]([OH:14])=[CH:5][C:6]([C:7]2[CH:12]=[CH:11][CH:10]=[CH:9][N:8]=2)=[N:24]1)[CH3:22]. The yield is 0.400.